Dataset: Peptide-MHC class II binding affinity with 134,281 pairs from IEDB. Task: Regression. Given a peptide amino acid sequence and an MHC pseudo amino acid sequence, predict their binding affinity value. This is MHC class II binding data. (1) The MHC is DRB1_0101 with pseudo-sequence DRB1_0101. The peptide sequence is TSLLISWGHYPLHLR. The binding affinity (normalized) is 0.750. (2) The peptide sequence is LCHLITKETPDRLTD. The MHC is H-2-IAb with pseudo-sequence H-2-IAb. The binding affinity (normalized) is 0. (3) The peptide sequence is AAAAAYETAFAAIVP. The MHC is DRB1_0101 with pseudo-sequence DRB1_0101. The binding affinity (normalized) is 0.602. (4) The peptide sequence is YAQMWSLMYFHRRDL. The MHC is DRB1_1501 with pseudo-sequence DRB1_1501. The binding affinity (normalized) is 0.291. (5) The peptide sequence is ARGYISTRVGMGEAA. The MHC is DRB1_1101 with pseudo-sequence DRB1_1101. The binding affinity (normalized) is 0.671. (6) The peptide sequence is SPPVVSFRETVLDKS. The MHC is HLA-DQA10101-DQB10501 with pseudo-sequence HLA-DQA10101-DQB10501. The binding affinity (normalized) is 0.445. (7) The peptide sequence is PASAIVNFVSKVMIG. The MHC is HLA-DQA10101-DQB10501 with pseudo-sequence HLA-DQA10101-DQB10501. The binding affinity (normalized) is 0.196.